Dataset: Catalyst prediction with 721,799 reactions and 888 catalyst types from USPTO. Task: Predict which catalyst facilitates the given reaction. Reactant: [CH2:1]([O:4][C:5]1([CH3:45])[CH2:10][CH2:9][N:8]([C:11]2[C:12]3[N:13]([N:28]=[C:29]([C:31]4[CH:32]=[C:33]([C:37]5[CH:42]=[C:41]([CH3:43])[CH:40]=[CH:39][C:38]=5[OH:44])[CH:34]=[CH:35][CH:36]=4)[CH:30]=3)[CH:14]=[C:15]([CH3:27])[C:16]=2[C@H:17]([O:22][C:23]([CH3:26])([CH3:25])[CH3:24])[C:18]([O:20][CH3:21])=[O:19])[CH2:7][CH2:6]1)[CH:2]=[CH2:3].[CH3:46][C@@H:47](O)[CH2:48][CH2:49][CH:50]=[CH2:51].C1C=CC(P(C2C=CC=CC=2)C2C=CC=CC=2)=CC=1.CCOC(/N=N/C(OCC)=O)=O. Product: [C:23]([O:22][C@@H:17]([C:16]1[C:15]([CH3:27])=[CH:14][N:13]2[N:28]=[C:29]([C:31]3[CH:36]=[CH:35][CH:34]=[C:33]([C:37]4[CH:42]=[C:41]([CH3:43])[CH:40]=[CH:39][C:38]=4[O:44][C@H:50]([CH2:49][CH2:48][CH:47]=[CH2:46])[CH3:51])[CH:32]=3)[CH:30]=[C:12]2[C:11]=1[N:8]1[CH2:9][CH2:10][C:5]([CH3:45])([O:4][CH2:1][CH:2]=[CH2:3])[CH2:6][CH2:7]1)[C:18]([O:20][CH3:21])=[O:19])([CH3:25])([CH3:24])[CH3:26]. The catalyst class is: 1.